This data is from Forward reaction prediction with 1.9M reactions from USPTO patents (1976-2016). The task is: Predict the product of the given reaction. (1) The product is: [Br:1][C:2]1[CH:3]=[C:4](/[CH:5]=[N:17]/[C:18]2[CH:27]=[CH:26][C:21]3[NH:22][C:23](=[O:25])[NH:24][C:20]=3[CH:19]=2)[C:13]2[O:30][CH2:28][O:16][C:14]=2[CH:15]=1. Given the reactants [Br:1][C:2]1C=C[C:5]2OCO[C:4]=2[C:3]=1C=O.[CH3:13][CH:14]([OH:16])[CH3:15].[NH2:17][C:18]1[CH:27]=[CH:26][C:21]2[NH:22][C:23](=[O:25])[NH:24][C:20]=2[CH:19]=1.[C:28](O)(=[O:30])C, predict the reaction product. (2) Given the reactants [C:1]1(=[O:11])[C:9]2[C:4](=[CH:5][CH:6]=[CH:7][CH:8]=2)[C:3](=[O:10])O1.[NH2:12][CH2:13][CH2:14][CH2:15][CH2:16][OH:17], predict the reaction product. The product is: [OH:17][CH2:16][CH2:15][CH2:14][CH2:13][N:12]1[C:3](=[O:10])[C:4]2[C:9](=[CH:8][CH:7]=[CH:6][CH:5]=2)[C:1]1=[O:11]. (3) Given the reactants [CH2:1]([N:8]([CH2:17][C:18]1[CH:23]=[CH:22][CH:21]=[CH:20][CH:19]=1)[CH:9]1[CH2:15][NH:14][C:13](=[O:16])[CH2:12][CH2:11][CH2:10]1)[C:2]1[CH:7]=[CH:6][CH:5]=[CH:4][CH:3]=1.C(N(C[C:41]1[CH:46]=[CH:45][CH:44]=CC=1)C1CCCNC(=O)C1)[C:45]1[CH:44]=CC=[CH:41][CH:46]=1.[H-].[Na+].BrCC1CC1, predict the reaction product. The product is: [CH:46]1([CH2:41][N:14]2[CH2:15][CH:9]([N:8]([CH2:1][C:2]3[CH:3]=[CH:4][CH:5]=[CH:6][CH:7]=3)[CH2:17][C:18]3[CH:23]=[CH:22][CH:21]=[CH:20][CH:19]=3)[CH2:10][CH2:11][CH2:12][C:13]2=[O:16])[CH2:44][CH2:45]1. (4) The product is: [F:1][C:2]1[CH:3]=[C:4]2[C:5](=[CH:11][CH:12]=1)[C:6](=[O:7])[NH:13][C:9]2=[O:8]. Given the reactants [F:1][C:2]1[CH:3]=[C:4]2[C:9](=O)[O:8][C:6](=[O:7])[C:5]2=[CH:11][CH:12]=1.[NH2:13]C(N)=O, predict the reaction product.